This data is from Catalyst prediction with 721,799 reactions and 888 catalyst types from USPTO. The task is: Predict which catalyst facilitates the given reaction. (1) Reactant: [NH2:1][CH2:2][CH2:3][N:4]([CH2:24][C:25]([CH3:28])([CH3:27])[CH3:26])[C:5]1([CH2:16][C:17]2[CH:22]=[CH:21][CH:20]=[C:19]([Cl:23])[CH:18]=2)[C:13]2[C:8](=[CH:9][C:10]([Cl:14])=[CH:11][CH:12]=2)[NH:7][C:6]1=[O:15].[C:29]([N:32]1[CH2:37][CH2:36][N:35]([C:38](Cl)=[O:39])[CH2:34][CH2:33]1)(=[O:31])[CH3:30].C([O-])([O-])=O.[K+].[K+]. Product: [Cl:14][C:10]1[CH:9]=[C:8]2[C:13]([C:5]([N:4]([CH2:24][C:25]([CH3:28])([CH3:27])[CH3:26])[CH2:3][CH2:2][NH:1][C:38]([N:35]3[CH2:36][CH2:37][N:32]([C:29](=[O:31])[CH3:30])[CH2:33][CH2:34]3)=[O:39])([CH2:16][C:17]3[CH:22]=[CH:21][CH:20]=[C:19]([Cl:23])[CH:18]=3)[C:6](=[O:15])[NH:7]2)=[CH:12][CH:11]=1. The catalyst class is: 4. (2) Reactant: C(OC([NH:8][C:9]1[CH:30]=[CH:29][C:12]([O:13][C:14]2[C:19]([C:20]([OH:22])=[O:21])=[CH:18][N:17]=[C:16]([C:23]3[CH:24]=[N:25][CH:26]=[CH:27][CH:28]=3)[N:15]=2)=[CH:11][CH:10]=1)=O)(C)(C)C.C(O)(C(F)(F)F)=O. Product: [NH2:8][C:9]1[CH:30]=[CH:29][C:12]([O:13][C:14]2[C:19]([C:20]([OH:22])=[O:21])=[CH:18][N:17]=[C:16]([C:23]3[CH:24]=[N:25][CH:26]=[CH:27][CH:28]=3)[N:15]=2)=[CH:11][CH:10]=1. The catalyst class is: 2.